From a dataset of Full USPTO retrosynthesis dataset with 1.9M reactions from patents (1976-2016). Predict the reactants needed to synthesize the given product. (1) Given the product [CH3:28][N:27]1[C:23]([C:5]2[CH:6]=[C:7]([O:8][CH2:9][CH:10]3[CH2:15][CH2:14][NH:13][CH2:12][CH2:11]3)[C:2]([NH2:1])=[N:3][CH:4]=2)=[CH:24][N:25]=[CH:26]1, predict the reactants needed to synthesize it. The reactants are: [NH2:1][C:2]1[C:7]([O:8][CH2:9][CH:10]2[CH2:15][CH2:14][N:13](C(OC(C)(C)C)=O)[CH2:12][CH2:11]2)=[CH:6][C:5]([C:23]2[N:27]([CH3:28])[CH:26]=[N:25][CH:24]=2)=[CH:4][N:3]=1.Cl.O1CCOCC1. (2) Given the product [CH3:1][C:2]1[CH:3]=[C:4]([CH:8]=[CH:9][C:10]=1[N+:11]([O-:13])=[O:12])[C:5]([O:7][C:22]1[CH:21]=[CH:20][C:19]([CH2:14][CH2:15][CH2:16][CH2:17][CH3:18])=[CH:24][CH:23]=1)=[O:6], predict the reactants needed to synthesize it. The reactants are: [CH3:1][C:2]1[CH:3]=[C:4]([CH:8]=[CH:9][C:10]=1[N+:11]([O-:13])=[O:12])[C:5]([OH:7])=[O:6].[CH2:14]([C:19]1[CH:24]=[CH:23][C:22](O)=[CH:21][CH:20]=1)[CH2:15][CH2:16][CH2:17][CH3:18]. (3) The reactants are: [OH-].[K+].[NH:3]1[C:11]2[C:6](=[CH:7][CH:8]=[CH:9][CH:10]=2)[CH:5]=[CH:4]1.Cl.[CH2:13]([N:20]1[CH2:25][CH2:24][CH2:23][C:22](=O)[CH2:21]1)[C:14]1[CH:19]=[CH:18][CH:17]=[CH:16][CH:15]=1.O. Given the product [CH2:13]([N:20]1[CH2:25][CH2:24][CH:23]=[C:22]([C:5]2[C:6]3[C:11](=[CH:10][CH:9]=[CH:8][CH:7]=3)[NH:3][CH:4]=2)[CH2:21]1)[C:14]1[CH:19]=[CH:18][CH:17]=[CH:16][CH:15]=1, predict the reactants needed to synthesize it. (4) Given the product [CH3:13][C:7]1[CH:8]=[C:9]([CH3:12])[CH:10]=[CH:11][C:6]=1[CH2:5][CH2:4][C:3]([OH:14])=[O:2], predict the reactants needed to synthesize it. The reactants are: C[O:2][C:3](=[O:14])[CH2:4][CH2:5][C:6]1[CH:11]=[CH:10][C:9]([CH3:12])=[CH:8][C:7]=1[CH3:13]. (5) Given the product [CH2:9]([O:8][C:6](=[O:7])[C:5]([CH2:17][O:18][C:29](=[O:30])[CH2:28][O:27][C:26]1[CH:32]=[CH:33][C:34]([NH:35][C:36]([C:38]2[C:39]([C:44]3[CH:49]=[CH:48][C:47]([C:50]([F:53])([F:51])[F:52])=[CH:46][CH:45]=3)=[CH:40][CH:41]=[CH:42][CH:43]=2)=[O:37])=[C:24]([C:22](=[O:23])[N:21]([CH3:20])[CH3:54])[CH:25]=1)([C:11]1[CH:12]=[CH:13][CH:14]=[CH:15][CH:16]=1)[C:4]([O:3][CH2:1][CH3:2])=[O:19])[CH3:10], predict the reactants needed to synthesize it. The reactants are: [CH2:1]([O:3][C:4](=[O:19])[C:5]([CH2:17][OH:18])([C:11]1[CH:16]=[CH:15][CH:14]=[CH:13][CH:12]=1)[C:6]([O:8][CH2:9][CH3:10])=[O:7])[CH3:2].[CH3:20][N:21]([CH3:54])[C:22]([C:24]1[CH:25]=[C:26]([CH:32]=[CH:33][C:34]=1[NH:35][C:36]([C:38]1[C:39]([C:44]2[CH:49]=[CH:48][C:47]([C:50]([F:53])([F:52])[F:51])=[CH:46][CH:45]=2)=[CH:40][CH:41]=[CH:42][CH:43]=1)=[O:37])[O:27][CH2:28][C:29](O)=[O:30])=[O:23].CCN=C=NCCCN(C)C. (6) Given the product [Cl:30][C:24]1[CH:25]=[C:26]([NH2:27])[CH:28]=[CH:29][C:23]=1[C:10]1[CH:11]=[C:12]([C:15]([F:18])([F:17])[F:16])[CH:13]=[CH:14][C:9]=1[O:8][CH2:7][C:1]1[CH:6]=[CH:5][CH:4]=[CH:3][CH:2]=1, predict the reactants needed to synthesize it. The reactants are: [C:1]1([CH2:7][O:8][C:9]2[CH:14]=[CH:13][C:12]([C:15]([F:18])([F:17])[F:16])=[CH:11][C:10]=2B(O)O)[CH:6]=[CH:5][CH:4]=[CH:3][CH:2]=1.Br[C:23]1[CH:29]=[CH:28][C:26]([NH2:27])=[CH:25][C:24]=1[Cl:30].C(O)C.C(=O)([O-])[O-].[Na+].[Na+]. (7) Given the product [C:7]([N:14]1[CH2:18][CH2:17][C@H:16]([S:19][C:20]([C:27]2[CH:32]=[CH:31][CH:30]=[CH:29][CH:28]=2)([C:33]2[CH:34]=[CH:35][CH:36]=[CH:37][CH:38]=2)[C:21]2[CH:26]=[CH:25][CH:24]=[CH:23][CH:22]=2)[C@@H:15]1[CH:39]=[O:40])([O:9][C:10]([CH3:13])([CH3:12])[CH3:11])=[O:8], predict the reactants needed to synthesize it. The reactants are: [H-].[Al+3].[Li+].[H-].[H-].[H-].[C:7]([N:14]1[CH2:18][CH2:17][C@H:16]([S:19][C:20]([C:33]2[CH:38]=[CH:37][CH:36]=[CH:35][CH:34]=2)([C:27]2[CH:32]=[CH:31][CH:30]=[CH:29][CH:28]=2)[C:21]2[CH:26]=[CH:25][CH:24]=[CH:23][CH:22]=2)[C@@H:15]1[C:39](N(OC)C)=[O:40])([O:9][C:10]([CH3:13])([CH3:12])[CH3:11])=[O:8].S(=O)(=O)(O)[O-].[K+]. (8) Given the product [Br:1][C:2]1[C:3]([O:13][CH3:14])=[C:4]([O:11][CH3:12])[C:5]([Cl:10])=[C:6]([CH:9]=1)[CH:7]=[O:8], predict the reactants needed to synthesize it. The reactants are: [Br:1][C:2]1[C:3]([OH:13])=[C:4]([O:11][CH3:12])[C:5]([Cl:10])=[C:6]([CH:9]=1)[CH:7]=[O:8].[CH3:14]OS(OC)(=O)=O.